Dataset: Forward reaction prediction with 1.9M reactions from USPTO patents (1976-2016). Task: Predict the product of the given reaction. (1) Given the reactants [CH2:1]([N:3]([CH3:26])[C:4]([C:6]1[CH:10]=[C:9]([C:11]2[CH:16]=[CH:15][C:14]([CH2:17][NH2:18])=[CH:13][N:12]=2)[N:8]([C:19]2[CH:20]=[N:21][C:22]([CH3:25])=[CH:23][CH:24]=2)[N:7]=1)=[O:5])[CH3:2].[CH:27]1([C:32](Cl)=[O:33])[CH2:31][CH2:30][CH2:29][CH2:28]1, predict the reaction product. The product is: [CH2:1]([N:3]([CH3:26])[C:4]([C:6]1[CH:10]=[C:9]([C:11]2[CH:16]=[CH:15][C:14]([CH2:17][NH:18][C:32]([CH:27]3[CH2:31][CH2:30][CH2:29][CH2:28]3)=[O:33])=[CH:13][N:12]=2)[N:8]([C:19]2[CH:20]=[N:21][C:22]([CH3:25])=[CH:23][CH:24]=2)[N:7]=1)=[O:5])[CH3:2]. (2) Given the reactants F[C:2]1[CH:3]=[C:4]([N+:17]([O-:19])=[O:18])[CH:5]=[CH:6][C:7]=1[O:8][CH2:9][C:10]1[CH:15]=[CH:14][CH:13]=[C:12]([F:16])[CH:11]=1.[F:20]C1C=C(O)C=CC=1[N+]([O-])=O.FC1C=C(C=CC=1)CBr, predict the reaction product. The product is: [F:20][C:5]1[CH:6]=[C:7]([O:8][CH2:9][C:10]2[CH:15]=[CH:14][CH:13]=[C:12]([F:16])[CH:11]=2)[CH:2]=[CH:3][C:4]=1[N+:17]([O-:19])=[O:18]. (3) Given the reactants [Br:1][C:2]1[CH:3]=[C:4]([CH:7]=[CH:8][C:9]=1[OH:10])[CH:5]=[O:6].Br[CH2:12][CH:13]1[CH2:15][CH2:14]1, predict the reaction product. The product is: [Br:1][C:2]1[CH:3]=[C:4]([CH:7]=[CH:8][C:9]=1[O:10][CH2:12][CH:13]1[CH2:15][CH2:14]1)[CH:5]=[O:6]. (4) Given the reactants CN(C=O)C.[C:6]([Cl:11])(=O)[C:7](Cl)=O.[N:12]1[C:17]2[S:18][CH:19]=[CH:20]C=2C(=O)[NH:14][CH:13]=1.O, predict the reaction product. The product is: [Cl:11][C:6]1[C:7]2[CH:20]=[CH:19][S:18][C:17]=2[N:12]=[CH:13][N:14]=1.